This data is from Reaction yield outcomes from USPTO patents with 853,638 reactions. The task is: Predict the reaction yield, written as a fraction of the theoretical maximum amount of product (1.0 means a 100% yield; for example, 0.34 means a 34% yield). (1) The reactants are O[C@H:2]1[CH2:6][N:5]([C:7]([O:9][C:10]([CH3:13])([CH3:12])[CH3:11])=[O:8])[C@H:4]([CH2:14][C:15]([O:17][CH3:18])=[O:16])[CH2:3]1.C1(P(C2C=CC=CC=2)C2C=CC=CC=2)C=CC=CC=1.N(C(OCC)=O)=NC(OCC)=O.C1(P([N:64]=[N+:65]=[N-:66])(C2C=CC=CC=2)=O)C=CC=CC=1. The catalyst is O1CCCC1. The product is [N:64]([C@@H:2]1[CH2:6][N:5]([C:7]([O:9][C:10]([CH3:13])([CH3:12])[CH3:11])=[O:8])[C@H:4]([CH2:14][C:15]([O:17][CH3:18])=[O:16])[CH2:3]1)=[N+:65]=[N-:66]. The yield is 0.770. (2) The reactants are [CH3:1][O:2][C:3]([C:5]1[NH:9][CH:8]=[C:7]([CH2:10][CH2:11][C:12]([OH:14])=O)[CH:6]=1)=[O:4].ClCCCl.C(=O)(O)[O-].[Na+]. The catalyst is O. The product is [O:14]=[C:12]1[C:8]2[NH:9][C:5]([C:3]([O:2][CH3:1])=[O:4])=[CH:6][C:7]=2[CH2:10][CH2:11]1. The yield is 0.670. (3) The reactants are Br[CH:2]([CH3:14])[C:3]([C:5]1[CH:10]=[CH:9][C:8]([N+:11]([O-:13])=[O:12])=[CH:7][CH:6]=1)=O.[N:15]1[CH:20]=[CH:19][CH:18]=[CH:17][C:16]=1[C:21](=[S:23])[NH2:22]. The catalyst is CCO. The product is [CH3:14][C:2]1[S:23][C:21]([C:16]2[CH:17]=[CH:18][CH:19]=[CH:20][N:15]=2)=[N:22][C:3]=1[C:5]1[CH:10]=[CH:9][C:8]([N+:11]([O-:13])=[O:12])=[CH:7][CH:6]=1. The yield is 0.850. (4) The reactants are [CH3:1][O:2][C:3]1[CH:12]=[CH:11][CH:10]=[C:9]2[C:4]=1[CH2:5][CH2:6][C:7](=O)[CH2:8]2.[CH3:14][NH:15][CH3:16].CC(O)=O.[BH-](OC(C)=O)(OC(C)=O)OC(C)=O.[Na+].C([O-])(O)=O.[Na+]. The catalyst is C(Cl)Cl.O. The product is [CH3:1][O:2][C:3]1[CH:12]=[CH:11][CH:10]=[C:9]2[C:4]=1[CH2:5][CH2:6][CH:7]([N:15]([CH3:16])[CH3:14])[CH2:8]2. The yield is 0.740. (5) The reactants are [N+:1]([C:4]1[CH:9]=[CH:8][C:7]([CH2:10][CH2:11][CH2:12][CH2:13][OH:14])=[CH:6][CH:5]=1)([O-:3])=[O:2].S([O-])(O)(=O)=O.[Br:20][CH2:21][CH2:22][CH2:23][CH2:24][CH2:25][CH2:26]Br.[OH-].[Na+]. The catalyst is ClCCl. The product is [Br:20][CH2:21][CH2:22][CH2:23][CH2:24][CH2:25][CH2:26][O:14][CH2:13][CH2:12][CH2:11][CH2:10][C:7]1[CH:6]=[CH:5][C:4]([N+:1]([O-:3])=[O:2])=[CH:9][CH:8]=1. The yield is 0.200. (6) The reactants are [ClH:1].[CH3:2][S:3][C:4]1[S:8][C:7]([C:9]([NH2:11])=[NH:10])=[CH:6][C:5]=1[C:12]1[O:13][CH:14]=[C:15]([C:17]2[CH:22]=[CH:21][CH:20]=[CH:19][CH:18]=2)[N:16]=1.CSC1SC(C(OC)=O)=CC=1C1OC=C(C2C=CC=CC=2)N=1.[Cl-].[NH4+].C[Al](C)C. The catalyst is C1(C)C=CC=CC=1. The product is [ClH:1].[ClH:1].[CH3:2][S:3][C:4]1[S:8][C:7]([C:9]([NH2:11])=[NH:10])=[CH:6][C:5]=1[C:12]1[O:13][CH:14]=[C:15]([C:17]2[CH:22]=[CH:21][CH:20]=[CH:19][CH:18]=2)[N:16]=1. The yield is 0.820. (7) The reactants are [C:1]1([C:7]2[CH:15]=[CH:14][CH:13]=[C:12]3[C:8]=2[CH2:9][C:10](=[O:16])[NH:11]3)[CH:6]=[CH:5][CH:4]=[CH:3][CH:2]=1.[CH3:17][C@H:18]1[NH:23][C@@H:22]([CH3:24])[CH2:21][N:20]([C:25]([C:27]2[C:28]([CH3:34])=[C:29]([CH:32]=O)[NH:30][CH:31]=2)=[O:26])[CH2:19]1. The catalyst is C(O)C.N1CCCCC1. The product is [CH3:24][C@H:22]1[NH:23][C@@H:18]([CH3:17])[CH2:19][N:20]([C:25]([C:27]2[C:28]([CH3:34])=[C:29]([CH:32]=[C:9]3[C:8]4[C:12](=[CH:13][CH:14]=[CH:15][C:7]=4[C:1]4[CH:2]=[CH:3][CH:4]=[CH:5][CH:6]=4)[NH:11][C:10]3=[O:16])[NH:30][CH:31]=2)=[O:26])[CH2:21]1. The yield is 0.200. (8) The reactants are [C:1]([O:5][C:6]([N:8]1[CH2:12][CH2:11][CH:10]([OH:13])[CH2:9]1)=[O:7])([CH3:4])([CH3:3])[CH3:2].[S:14](Cl)([C:17]1[CH:23]=[CH:22][C:20]([CH3:21])=[CH:19][CH:18]=1)(=[O:16])=[O:15]. The catalyst is N1C=CC=CC=1.C1CCCCC1.C(OCC)C. The product is [CH3:21][C:20]1[CH:22]=[CH:23][C:17]([S:14]([O:13][CH:10]2[CH2:11][CH2:12][N:8]([C:6]([O:5][C:1]([CH3:4])([CH3:2])[CH3:3])=[O:7])[CH2:9]2)(=[O:16])=[O:15])=[CH:18][CH:19]=1. The yield is 0.290. (9) The reactants are C(OC([N:8]1[CH2:13][CH2:12][CH:11]([C:14]2[C:19]([N:20]3[C:28]4[C:23](=[CH:24][CH:25]=[CH:26][CH:27]=4)[CH2:22][CH2:21]3)=[CH:18][CH:17]=[CH:16][N:15]=2)[CH2:10][CH2:9]1)=O)(C)(C)C.[ClH:29]. The catalyst is CO. The product is [ClH:29].[N:20]1([C:19]2[C:14]([CH:11]3[CH2:12][CH2:13][NH:8][CH2:9][CH2:10]3)=[N:15][CH:16]=[CH:17][CH:18]=2)[C:28]2[C:23](=[CH:24][CH:25]=[CH:26][CH:27]=2)[CH2:22][CH2:21]1. The yield is 1.00. (10) The reactants are [OH:1][CH2:2][C@@H:3]([N:8]([CH3:19])[C:9](=[O:18])[O:10][CH2:11][C:12]1[CH:17]=[CH:16][CH:15]=[CH:14][CH:13]=1)[C@@H:4]([CH3:7])[CH2:5][CH3:6].C(N(CC)CC)C.O.COC(C)(C)C. The catalyst is CS(C)=O. The product is [CH3:19][N:8]([C@@H:3]([C@@H:4]([CH3:7])[CH2:5][CH3:6])[CH:2]=[O:1])[C:9](=[O:18])[O:10][CH2:11][C:12]1[CH:13]=[CH:14][CH:15]=[CH:16][CH:17]=1. The yield is 0.870.